This data is from Catalyst prediction with 721,799 reactions and 888 catalyst types from USPTO. The task is: Predict which catalyst facilitates the given reaction. (1) Reactant: C1C(=O)N([Br:8])C(=O)C1.[CH3:9][C:10]1[N:11]([S:19]([C:22]2[CH:27]=[CH:26][CH:25]=[CH:24][CH:23]=2)(=[O:21])=[O:20])[C:12]2[C:17]([CH:18]=1)=[CH:16][CH:15]=[CH:14][N:13]=2.O. Product: [Br:8][C:18]1[C:17]2[C:12](=[N:13][CH:14]=[CH:15][CH:16]=2)[N:11]([S:19]([C:22]2[CH:27]=[CH:26][CH:25]=[CH:24][CH:23]=2)(=[O:20])=[O:21])[C:10]=1[CH3:9]. The catalyst class is: 23. (2) Reactant: [OH:1][C:2]1[CH:7]=[CH:6][C:5]([C:8](=[O:10])[CH3:9])=[C:4]([CH3:11])[CH:3]=1.N1C=CC=CC=1.[F:18][C:19]([F:32])([F:31])[S:20](O[S:20]([C:19]([F:32])([F:31])[F:18])(=[O:22])=[O:21])(=[O:22])=[O:21]. The catalyst class is: 4. Product: [F:18][C:19]([F:32])([F:31])[S:20]([O:1][C:2]1[CH:7]=[CH:6][C:5]([C:8](=[O:10])[CH3:9])=[C:4]([CH3:11])[CH:3]=1)(=[O:22])=[O:21]. (3) Reactant: [CH:1]1([NH:6][C:7]2[C:8]([CH3:34])=[C:9]([C:21]([NH:23][CH2:24][C:25]3[C:26](=[O:33])[NH:27][C:28]([CH3:32])=[CH:29][C:30]=3[CH3:31])=[O:22])[CH:10]=[C:11]([C:13]3[CH:18]=[CH:17][C:16]([CH:19]=O)=[CH:15][CH:14]=3)[CH:12]=2)[CH2:5][CH2:4][CH2:3][CH2:2]1.[CH3:35][NH:36][CH3:37].C(O)(=O)C.C([BH3-])#N.[Na+]. Product: [CH:1]1([NH:6][C:7]2[C:8]([CH3:34])=[C:9]([C:21]([NH:23][CH2:24][C:25]3[C:26](=[O:33])[NH:27][C:28]([CH3:32])=[CH:29][C:30]=3[CH3:31])=[O:22])[CH:10]=[C:11]([C:13]3[CH:14]=[CH:15][C:16]([CH2:19][N:36]([CH3:37])[CH3:35])=[CH:17][CH:18]=3)[CH:12]=2)[CH2:5][CH2:4][CH2:3][CH2:2]1. The catalyst class is: 5. (4) Reactant: [Cl:1][C:2]1[CH:13]=[CH:12][C:5]([CH2:6][CH:7]([C:10]#[N:11])[C:8]#[N:9])=[CH:4][CH:3]=1.[H-].[Na+].Br[CH2:17][CH2:18][F:19]. Product: [Cl:1][C:2]1[CH:3]=[CH:4][C:5]([CH2:6][C:7]([CH2:17][CH2:18][F:19])([C:8]#[N:9])[C:10]#[N:11])=[CH:12][CH:13]=1. The catalyst class is: 9. (5) Reactant: Cl.[Br:2][C:3]1[NH:7][C:6]([C@@H:8]2[CH2:12][CH2:11][CH2:10][NH:9]2)=[N:5][CH:4]=1.Cl.CN(C)[CH2:16][CH2:17][CH2:18]N=C=NCC.[OH2:25].ON1C2C=CC=CC=2N=N1.C[N:37]1[CH2:42][CH2:41][O:40]C[CH2:38]1.CN([CH:46]=[O:47])C. Product: [Br:2][C:3]1[NH:7][C:6]([C@@H:8]2[CH2:12][CH2:11][CH2:10][N:9]2[C:41](=[O:40])[C@@H:42]([NH:37][C:38](=[O:25])[O:47][CH3:46])[CH:17]([CH3:18])[CH3:16])=[N:5][CH:4]=1. The catalyst class is: 6. (6) Reactant: C(N(C(CO)(CO)CO)CCO)CO.C1N(CCS(O)(=O)=O)CCOC1.[CH3:27][CH2:28][CH2:29][CH2:30][CH2:31][CH2:32][CH2:33][CH2:34][CH2:35][CH2:36][CH2:37][CH2:38][O:39][S:40]([O-:43])(=[O:42])=[O:41].[Na+:44]. Product: [CH3:27][CH2:28][CH2:29][CH2:30][CH2:31][CH2:32][CH2:33][CH2:34][CH2:35][CH2:36][CH2:37][CH2:38][O:39][S:40]([O-:43])(=[O:42])=[O:41].[Na+:44]. The catalyst class is: 6.